From a dataset of Full USPTO retrosynthesis dataset with 1.9M reactions from patents (1976-2016). Predict the reactants needed to synthesize the given product. (1) The reactants are: [CH3:1][C:2]([CH3:19])([CH3:18])[CH2:3][CH2:4][NH:5][C:6]1[CH:11]=[C:10]([NH:12][C@@H:13]2[CH2:17][CH2:16][NH:15][CH2:14]2)[N:9]=[CH:8][N:7]=1.C=O.[C:22](O)(=O)C.C(O[BH-](OC(=O)C)OC(=O)C)(=O)C.[Na+]. Given the product [CH3:1][C:2]([CH3:19])([CH3:18])[CH2:3][CH2:4][NH:5][C:6]1[CH:11]=[C:10]([NH:12][C@@H:13]2[CH2:17][CH2:16][N:15]([CH3:22])[CH2:14]2)[N:9]=[CH:8][N:7]=1, predict the reactants needed to synthesize it. (2) Given the product [Cl:19][C:15]1[CH:14]=[C:13]([O:12][C:2]2[C:3]([CH3:11])=[CH:4][C:5]([N+:8]([O-:10])=[O:9])=[N:6][CH:7]=2)[CH:18]=[CH:17][N:16]=1, predict the reactants needed to synthesize it. The reactants are: F[C:2]1[C:3]([CH3:11])=[CH:4][C:5]([N+:8]([O-:10])=[O:9])=[N:6][CH:7]=1.[OH:12][C:13]1[CH:18]=[CH:17][N:16]=[C:15]([Cl:19])[CH:14]=1.C([O-])([O-])=O.[K+].[K+]. (3) Given the product [CH2:22]([NH:21][C:19]([N:16]1[CH2:17][CH2:18][CH:13]([S:10]([C:7]2[CH:6]=[CH:5][C:4]([CH2:3][CH2:2][NH:1][CH2:45][C@H:43]([OH:44])[CH2:42][O:41][C:38]3[CH:39]=[CH:40][C:35]([OH:34])=[C:36]([CH3:46])[CH:37]=3)=[CH:9][CH:8]=2)(=[O:12])=[O:11])[CH2:14][CH2:15]1)=[O:20])[CH2:23][CH2:24][CH2:25][CH2:26][CH2:27][CH2:28][CH3:29], predict the reactants needed to synthesize it. The reactants are: [NH2:1][CH2:2][CH2:3][C:4]1[CH:9]=[CH:8][C:7]([S:10]([CH:13]2[CH2:18][CH2:17][N:16]([C:19]([NH:21][CH2:22][CH2:23][CH2:24][CH2:25][CH2:26][CH2:27][CH2:28][CH3:29])=[O:20])[CH2:15][CH2:14]2)(=[O:12])=[O:11])=[CH:6][CH:5]=1.C([Si](C(C)C)(C(C)C)[O:34][C:35]1[CH:40]=[CH:39][C:38]([O:41][CH2:42][C@@H:43]2[CH2:45][O:44]2)=[CH:37][C:36]=1[CH3:46])(C)C. (4) Given the product [Br:1][C:2]1[CH:3]=[C:4]2[C:10]([C:41]3[CH:40]=[CH:39][CH:38]=[C:37]4[C:42]=3[NH:34][CH:35]=[CH:36]4)=[CH:9][N:8]([S:24]([C:27]3[CH:28]=[CH:29][C:30]([CH3:33])=[CH:31][CH:32]=3)(=[O:26])=[O:25])[C:5]2=[N:6][CH:7]=1, predict the reactants needed to synthesize it. The reactants are: [Br:1][C:2]1[CH:3]=[C:4]2[C:10](I)=[C:9](S(N3C4=NC=CC=C4C=C3)(=O)=O)[N:8]([S:24]([C:27]3[CH:32]=[CH:31][C:30]([CH3:33])=[CH:29][CH:28]=3)(=[O:26])=[O:25])[C:5]2=[N:6][CH:7]=1.[NH:34]1[C:42]2[C:37](=[CH:38][CH:39]=[CH:40][C:41]=2B(O)O)[CH:36]=[CH:35]1.C(=O)([O-])[O-].[Na+].[Na+].[Cl-].[Na+].Cl. (5) Given the product [C:20]([C@@H:21]([NH:22][C:9](=[O:11])[CH2:8][C:6]1[CH:7]=[C:2]([I:1])[CH:3]=[CH:4][C:5]=1[O:12][CH3:13])[CH:23]([CH3:24])[CH3:25])(=[O:26])[CH3:27], predict the reactants needed to synthesize it. The reactants are: [I:1][C:2]1[CH:3]=[CH:4][C:5]([O:12][CH3:13])=[C:6]([CH2:8][C:9]([OH:11])=O)[CH:7]=1.Cl.C(O[C:20](=[O:26])[C@H:21]([CH:23]([CH3:25])[CH3:24])[NH2:22])(C)(C)C.[CH3:27]CN=C=NCCCN(C)C.C(N(C(C)C)CC)(C)C. (6) Given the product [NH2:1][C:2]1[C:3]([O:16][CH3:15])=[N:4][C:5]2[C:10]([N:11]=1)=[CH:9][C:8]([O:12][CH3:13])=[CH:7][CH:6]=2, predict the reactants needed to synthesize it. The reactants are: [NH2:1][C:2]1[C:3](Cl)=[N:4][C:5]2[C:10]([N:11]=1)=[CH:9][C:8]([O:12][CH3:13])=[CH:7][CH:6]=2.[CH3:15][O-:16].[Na+]. (7) Given the product [CH:13]1([C:16]([NH:1][C:2]2[O:10][C:5]3[CH2:6][O:7][CH2:8][CH2:9][C:4]=3[C:3]=2[C:11]#[N:12])=[O:17])[CH2:15][CH2:14]1, predict the reactants needed to synthesize it. The reactants are: [NH2:1][C:2]1[O:10][C:5]2[CH2:6][O:7][CH2:8][CH2:9][C:4]=2[C:3]=1[C:11]#[N:12].[CH:13]1([C:16](Cl)=[O:17])[CH2:15][CH2:14]1.C(N(C(C)C)CC)(C)C.